From a dataset of Catalyst prediction with 721,799 reactions and 888 catalyst types from USPTO. Predict which catalyst facilitates the given reaction. (1) Reactant: [Br:1][C:2]1[N:3]=[CH:4][N:5]([C:7]2[CH:15]=[CH:14][C:10]([C:11]([OH:13])=[O:12])=[CH:9][C:8]=2[O:16][CH3:17])[CH:6]=1.[CH3:18][Si](C=[N+]=[N-])(C)C. Product: [Br:1][C:2]1[N:3]=[CH:4][N:5]([C:7]2[CH:15]=[CH:14][C:10]([C:11]([O:13][CH3:18])=[O:12])=[CH:9][C:8]=2[O:16][CH3:17])[CH:6]=1. The catalyst class is: 224. (2) Reactant: Cl.[CH3:2][C:3]1[CH:8]=[CH:7][C:6]([NH:9]N)=[CH:5][CH:4]=1.[O:11]1[CH:15]=[CH:14][CH2:13][CH2:12]1.C(OCC)C. Product: [CH3:2][C:3]1[CH:8]=[C:7]2[C:6](=[CH:5][CH:4]=1)[NH:9][CH:15]=[C:14]2[CH2:13][CH2:12][OH:11]. The catalyst class is: 38. (3) Reactant: [CH3:1][N:2]1[C:10]2[C:5](=[CH:6][CH:7]=[CH:8][CH:9]=2)[C:4]([C:11]([OH:13])=O)=[N:3]1.[Cl-].CO[C:17]1N=C(OC)N=C([N+]2(C)CCOCC2)[N:18]=1.CN. Product: [CH3:17][NH:18][C:11]([C:4]1[C:5]2[C:10](=[CH:9][CH:8]=[CH:7][CH:6]=2)[N:2]([CH3:1])[N:3]=1)=[O:13]. The catalyst class is: 5. (4) Reactant: [F:1][C:2]1[C:12]([CH2:13][O:14][C:15]2[CH:16]=[N:17][C:18]([N:21]3[CH2:26][CH2:25][O:24][CH2:23][CH2:22]3)=[N:19][CH:20]=2)=[CH:11][CH:10]=[CH:9][C:3]=1[C:4](OCC)=[O:5].[H-].C([Al+]CC(C)C)C(C)C.C1(C)C=CC=CC=1. Product: [F:1][C:2]1[C:12]([CH2:13][O:14][C:15]2[CH:16]=[N:17][C:18]([N:21]3[CH2:22][CH2:23][O:24][CH2:25][CH2:26]3)=[N:19][CH:20]=2)=[CH:11][CH:10]=[CH:9][C:3]=1[CH2:4][OH:5]. The catalyst class is: 11. (5) Reactant: [CH2:1]([O:8][CH2:9][C:10]1[O:14][N:13]=[C:12]([C:15]([OH:17])=O)[CH:11]=1)[C:2]1[CH:7]=[CH:6][CH:5]=[CH:4][CH:3]=1.[O:18]1[CH2:22][CH2:21][CH2:20][CH:19]1[CH2:23][CH2:24][NH2:25].ON1C2C=CC=CC=2N=N1.Cl.C(N=C=NCCCN(C)C)C. Product: [O:18]1[CH2:22][CH2:21][CH2:20][CH:19]1[CH2:23][CH2:24][NH:25][C:15]([C:12]1[CH:11]=[C:10]([CH2:9][O:8][CH2:1][C:2]2[CH:3]=[CH:4][CH:5]=[CH:6][CH:7]=2)[O:14][N:13]=1)=[O:17]. The catalyst class is: 22. (6) Reactant: [F:1][C:2]1[CH:15]=[CH:14][C:5]2[O:6][CH2:7][CH2:8][C:9]([C:11]([OH:13])=O)=[CH:10][C:4]=2[CH:3]=1.[CH3:16][C:17]1[N:21]([CH3:22])[C:20]([C:23]2[CH:24]=[C:25]([NH2:29])[CH:26]=[CH:27][CH:28]=2)=[CH:19][N:18]=1.Cl.C(N=C=NCCCN(C)C)C. The catalyst class is: 4. Product: [CH3:16][C:17]1[N:21]([CH3:22])[C:20]([C:23]2[CH:24]=[C:25]([NH:29][C:11]([C:9]3[CH2:8][CH2:7][O:6][C:5]4[CH:14]=[CH:15][C:2]([F:1])=[CH:3][C:4]=4[CH:10]=3)=[O:13])[CH:26]=[CH:27][CH:28]=2)=[CH:19][N:18]=1. (7) Reactant: [NH2:1][C:2]1[CH:22]=[CH:21][C:5]([CH2:6][C@H:7]2[CH2:11][O:10][C:9]([CH3:13])([CH3:12])[N:8]2[C:14]([O:16][C:17]([CH3:20])([CH3:19])[CH3:18])=[O:15])=[CH:4][CH:3]=1.[C:23]1([N:29]=[C:30]=[O:31])[CH:28]=[CH:27][CH:26]=[CH:25][CH:24]=1. Product: [NH:29]([C:30]([NH:1][C:2]1[CH:3]=[CH:4][C:5]([CH2:6][C@H:7]2[CH2:11][O:10][C:9]([CH3:12])([CH3:13])[N:8]2[C:14]([O:16][C:17]([CH3:20])([CH3:19])[CH3:18])=[O:15])=[CH:21][CH:22]=1)=[O:31])[C:23]1[CH:28]=[CH:27][CH:26]=[CH:25][CH:24]=1. The catalyst class is: 4.